Dataset: Reaction yield outcomes from USPTO patents with 853,638 reactions. Task: Predict the reaction yield, written as a fraction of the theoretical maximum amount of product (1.0 means a 100% yield; for example, 0.34 means a 34% yield). The reactants are [NH2:1][C:2]1[CH:10]=[CH:9][CH:8]=[C:7]([F:11])[C:3]=1[C:4]([OH:6])=O.N1[CH:16]=[CH:15]N=C1.C(Cl)(=O)C.Cl.[NH2:22][CH:23]1[CH2:28][CH2:27][C:26](=[O:29])[NH:25][C:24]1=[O:30].P(OC1C=CC=CC=1)(OC1C=CC=CC=1)OC1C=CC=CC=1. The catalyst is C(#N)C.CO.O. The product is [F:11][C:7]1[CH:8]=[CH:9][CH:10]=[C:2]2[C:3]=1[C:4](=[O:6])[N:22]([CH:23]1[CH2:28][CH2:27][C:26](=[O:29])[NH:25][C:24]1=[O:30])[C:15]([CH3:16])=[N:1]2. The yield is 0.780.